Dataset: Forward reaction prediction with 1.9M reactions from USPTO patents (1976-2016). Task: Predict the product of the given reaction. (1) The product is: [Cl:13][C:8]1[CH:9]=[CH:10][CH:11]=[CH:12][C:7]=1[C:5]1[N:6]=[C:2]([N:17]2[CH2:16][CH2:15][N:14]([C:20]([O:22][C:23]([CH3:26])([CH3:25])[CH3:24])=[O:21])[CH2:19][CH2:18]2)[S:3][CH:4]=1. Given the reactants Br[C:2]1[S:3][CH:4]=[C:5]([C:7]2[CH:12]=[CH:11][CH:10]=[CH:9][C:8]=2[Cl:13])[N:6]=1.[N:14]1([C:20]([O:22][C:23]([CH3:26])([CH3:25])[CH3:24])=[O:21])[CH2:19][CH2:18][NH:17][CH2:16][CH2:15]1.C(=O)([O-])[O-].[K+].[K+].O, predict the reaction product. (2) Given the reactants [C:1]1([CH2:7][CH2:8][N:9]2[C:18]3[C:13](=[CH:14][CH:15]=[CH:16][CH:17]=3)[CH2:12][CH2:11][CH:10]2[CH2:19][NH:20][C:21]([NH:23][C:24]2[CH:32]=[CH:31][CH:30]=[C:29]3[C:25]=2[CH:26]=[N:27][N:28]3C(OC)=O)=[O:22])[CH:6]=[CH:5][CH:4]=[CH:3][CH:2]=1.[OH-].[Na+], predict the reaction product. The product is: [NH:28]1[C:29]2[C:25](=[C:24]([NH:23][C:21]([NH:20][CH2:19][CH:10]3[CH2:11][CH2:12][C:13]4[C:18](=[CH:17][CH:16]=[CH:15][CH:14]=4)[N:9]3[CH2:8][CH2:7][C:1]3[CH:6]=[CH:5][CH:4]=[CH:3][CH:2]=3)=[O:22])[CH:32]=[CH:31][CH:30]=2)[CH:26]=[N:27]1.